This data is from Forward reaction prediction with 1.9M reactions from USPTO patents (1976-2016). The task is: Predict the product of the given reaction. (1) The product is: [ClH:63].[NH2:8][CH2:9][C@H:10]1[CH2:11][CH2:12][C@H:13]([C:16]([NH:18][C@H:19]([C:49](=[O:62])[NH:50][C:51]2[CH:52]=[CH:53][C:54]([C:57]3[N:58]=[N:59][NH:60][N:61]=3)=[CH:55][CH:56]=2)[CH2:20][C:21]2[CH:22]=[CH:23][C:24]([C:27]3[CH:32]=[CH:31][C:30]([C:33]([NH:35][C@H:36]4[CH2:40][CH2:39][NH:38][CH2:37]4)=[O:34])=[CH:29][C:28]=3[CH3:48])=[CH:25][CH:26]=2)=[O:17])[CH2:14][CH2:15]1. Given the reactants C(OC([NH:8][CH2:9][C@H:10]1[CH2:15][CH2:14][C@H:13]([C:16]([NH:18][C@H:19]([C:49](=[O:62])[NH:50][C:51]2[CH:56]=[CH:55][C:54]([C:57]3[N:58]=[N:59][NH:60][N:61]=3)=[CH:53][CH:52]=2)[CH2:20][C:21]2[CH:26]=[CH:25][C:24]([C:27]3[CH:32]=[CH:31][C:30]([C:33]([NH:35][C@H:36]4[CH2:40][CH2:39][N:38](C(OC(C)(C)C)=O)[CH2:37]4)=[O:34])=[CH:29][C:28]=3[CH3:48])=[CH:23][CH:22]=2)=[O:17])[CH2:12][CH2:11]1)=O)(C)(C)C.[ClH:63], predict the reaction product. (2) Given the reactants [NH2:1][C:2]1[C:11]2[C:6](=[CH:7][CH:8]=[CH:9][CH:10]=2)[C:5]([C:12]2[CH:13]=[CH:14][C:15]([CH2:19][C:20]3[CH:21]=NC=[CH:24][CH:25]=3)=[C:16]([OH:18])[CH:17]=2)=[CH:4][CH:3]=1.CC(C)([O-:29])C.[K+], predict the reaction product. The product is: [NH2:1][C:2]1[C:11]2[C:6](=[CH:7][CH:8]=[CH:9][CH:10]=2)[C:5]([C:12]2[CH:13]=[CH:14][C:15]([CH2:19][CH:20]3[CH2:25][CH2:24][O:29][CH2:21]3)=[C:16]([OH:18])[CH:17]=2)=[CH:4][CH:3]=1. (3) Given the reactants [Cl:1][C:2]1[CH:7]=[CH:6][C:5]([C@@H:8]([CH2:28][NH:29][CH:30]([CH3:32])[CH3:31])[C:9]([N:11]2[CH2:16][CH2:15][N:14]([C:17]3[C:18]4[C@H:25]([CH3:26])[CH2:24][C@@H:23]([OH:27])[C:19]=4[N:20]=[CH:21][N:22]=3)[CH2:13][CH2:12]2)=[O:10])=[CH:4][CH:3]=1.O.[C:34]1([CH3:44])[CH:39]=[CH:38][C:37]([S:40]([OH:43])(=[O:42])=[O:41])=[CH:36][CH:35]=1, predict the reaction product. The product is: [C:34]1([CH3:44])[CH:35]=[CH:36][C:37]([S:40]([OH:43])(=[O:41])=[O:42])=[CH:38][CH:39]=1.[Cl:1][C:2]1[CH:7]=[CH:6][C:5]([C@@H:8]([CH2:28][NH:29][CH:30]([CH3:32])[CH3:31])[C:9]([N:11]2[CH2:12][CH2:13][N:14]([C:17]3[C:18]4[C@H:25]([CH3:26])[CH2:24][C@@H:23]([OH:27])[C:19]=4[N:20]=[CH:21][N:22]=3)[CH2:15][CH2:16]2)=[O:10])=[CH:4][CH:3]=1. (4) Given the reactants [CH2:1](O)[CH2:2][OH:3].O.C1(C)C=CC(S(O)(=O)=O)=CC=1.[CH:17]([O:20][C:21]1[CH:22]=[C:23]([CH:26]=[CH:27][C:28]=1[O:29][CH3:30])[CH:24]=[O:25])([CH3:19])[CH3:18].C(=O)([O-])[O-].[K+].[K+], predict the reaction product. The product is: [CH:17]([O:20][C:21]1[CH:22]=[C:23]([CH:24]2[O:3][CH2:2][CH2:1][O:25]2)[CH:26]=[CH:27][C:28]=1[O:29][CH3:30])([CH3:19])[CH3:18].